From a dataset of Full USPTO retrosynthesis dataset with 1.9M reactions from patents (1976-2016). Predict the reactants needed to synthesize the given product. (1) The reactants are: Cl[C:2]1[CH:7]=[CH:6][C:5]([N+:8]([O-:10])=[O:9])=[CH:4][N:3]=1.Cl.[F:12][C:13]([F:27])([F:26])[C:14]1[CH:15]=[C:16]([CH:20]2[CH2:25][CH2:24][NH:23][CH2:22][CH2:21]2)[CH:17]=[CH:18][CH:19]=1.C(N(C(C)C)CC)(C)C. Given the product [N+:8]([C:5]1[CH:6]=[CH:7][C:2]([N:23]2[CH2:24][CH2:25][CH:20]([C:16]3[CH:17]=[CH:18][CH:19]=[C:14]([C:13]([F:12])([F:26])[F:27])[CH:15]=3)[CH2:21][CH2:22]2)=[N:3][CH:4]=1)([O-:10])=[O:9], predict the reactants needed to synthesize it. (2) Given the product [C:20]([C:8]1[CH:7]=[N:6][N:5]2[CH:23]=[C:2]([C:24]3[CH:29]=[CH:28][CH:27]=[CH:26][CH:25]=3)[CH:3]=[C:4]2[C:9]=1[NH:10][CH:11]([CH3:19])[C:12]([CH3:18])([CH3:17])[C:13]([O:15][CH3:16])=[O:14])(=[O:22])[NH2:21], predict the reactants needed to synthesize it. The reactants are: Br[C:2]1[CH:3]=[C:4]2[C:9]([NH:10][CH:11]([CH3:19])[C:12]([CH3:18])([CH3:17])[C:13]([O:15][CH3:16])=[O:14])=[C:8]([C:20](=[O:22])[NH2:21])[CH:7]=[N:6][N:5]2[CH:23]=1.[C:24]1(B(O)O)[CH:29]=[CH:28][CH:27]=[CH:26][CH:25]=1.C(=O)([O-])[O-].[Na+].[Na+].O. (3) Given the product [F:10][C:9]([F:12])([F:11])[C:6]1[CH:7]=[CH:8][C:3]([CH:24]([C:18]2[CH:19]=[CH:20][C:15]([C:14]([F:22])([F:21])[F:13])=[CH:16][CH:17]=2)[OH:25])=[CH:4][CH:5]=1, predict the reactants needed to synthesize it. The reactants are: [Mg].Br[C:3]1[CH:8]=[CH:7][C:6]([C:9]([F:12])([F:11])[F:10])=[CH:5][CH:4]=1.[F:13][C:14]([F:22])([F:21])[C:15]1[CH:20]=[CH:19][CH:18]=[CH:17][CH:16]=1.C[CH2:24][O:25]CC. (4) Given the product [C:29]([O:28][C:26]([N:23]1[CH2:22][CH2:21][N:20]([C:18](=[O:19])[CH2:17][O:16][C:14]2[C:13]3[C:8](=[CH:9][C:10]([CH3:33])=[CH:11][CH:12]=3)[N:7]=[C:6]([C:4]([OH:5])=[O:3])[CH:15]=2)[CH2:25][CH2:24]1)=[O:27])([CH3:32])([CH3:30])[CH3:31], predict the reactants needed to synthesize it. The reactants are: C([O:3][C:4]([C:6]1[CH:15]=[C:14]([O:16][CH2:17][C:18]([N:20]2[CH2:25][CH2:24][N:23]([C:26]([O:28][C:29]([CH3:32])([CH3:31])[CH3:30])=[O:27])[CH2:22][CH2:21]2)=[O:19])[C:13]2[C:8](=[CH:9][C:10]([CH3:33])=[CH:11][CH:12]=2)[N:7]=1)=[O:5])C.[OH-].[Na+]. (5) The reactants are: C([O:8][CH2:9][CH2:10][C:11](O)=[O:12])C1C=CC=CC=1.S(Cl)(Cl)=O.[CH3:18][CH:19]([OH:21])[CH3:20]. Given the product [OH:12][CH2:11][CH2:10][C:9]([O:21][CH:19]([CH3:20])[CH3:18])=[O:8], predict the reactants needed to synthesize it.